From a dataset of NCI-60 drug combinations with 297,098 pairs across 59 cell lines. Regression. Given two drug SMILES strings and cell line genomic features, predict the synergy score measuring deviation from expected non-interaction effect. (1) Drug 2: C1CC(CNC1)C2=CC=C(C=C2)N3C=C4C=CC=C(C4=N3)C(=O)N. Synergy scores: CSS=42.2, Synergy_ZIP=5.48, Synergy_Bliss=3.63, Synergy_Loewe=-10.8, Synergy_HSA=2.44. Cell line: SW-620. Drug 1: CS(=O)(=O)CCNCC1=CC=C(O1)C2=CC3=C(C=C2)N=CN=C3NC4=CC(=C(C=C4)OCC5=CC(=CC=C5)F)Cl. (2) Synergy scores: CSS=50.4, Synergy_ZIP=-0.195, Synergy_Bliss=-1.94, Synergy_Loewe=-8.04, Synergy_HSA=-3.33. Cell line: HT29. Drug 2: COCCOC1=C(C=C2C(=C1)C(=NC=N2)NC3=CC=CC(=C3)C#C)OCCOC.Cl. Drug 1: CCC(=C(C1=CC=CC=C1)C2=CC=C(C=C2)OCCN(C)C)C3=CC=CC=C3.C(C(=O)O)C(CC(=O)O)(C(=O)O)O. (3) Drug 1: C1CCC(C1)C(CC#N)N2C=C(C=N2)C3=C4C=CNC4=NC=N3. Drug 2: CC1C(C(CC(O1)OC2CC(CC3=C2C(=C4C(=C3O)C(=O)C5=C(C4=O)C(=CC=C5)OC)O)(C(=O)C)O)N)O.Cl. Cell line: A549. Synergy scores: CSS=14.0, Synergy_ZIP=-10.5, Synergy_Bliss=-7.21, Synergy_Loewe=-20.9, Synergy_HSA=-7.22. (4) Drug 1: C1=CC(=CC=C1CCC2=CNC3=C2C(=O)NC(=N3)N)C(=O)NC(CCC(=O)O)C(=O)O. Drug 2: C1=CC(=CC=C1CCCC(=O)O)N(CCCl)CCCl. Cell line: HCT116. Synergy scores: CSS=40.7, Synergy_ZIP=-5.57, Synergy_Bliss=-10.8, Synergy_Loewe=-8.78, Synergy_HSA=-6.10. (5) Drug 1: CCN(CC)CCNC(=O)C1=C(NC(=C1C)C=C2C3=C(C=CC(=C3)F)NC2=O)C. Drug 2: C1C(C(OC1N2C=NC3=C2NC=NCC3O)CO)O. Cell line: BT-549. Synergy scores: CSS=5.08, Synergy_ZIP=-2.44, Synergy_Bliss=-0.852, Synergy_Loewe=0.377, Synergy_HSA=0.331. (6) Drug 1: CCC1=CC2CC(C3=C(CN(C2)C1)C4=CC=CC=C4N3)(C5=C(C=C6C(=C5)C78CCN9C7C(C=CC9)(C(C(C8N6C)(C(=O)OC)O)OC(=O)C)CC)OC)C(=O)OC.C(C(C(=O)O)O)(C(=O)O)O. Drug 2: CC1=C2C(C(=O)C3(C(CC4C(C3C(C(C2(C)C)(CC1OC(=O)C(C(C5=CC=CC=C5)NC(=O)OC(C)(C)C)O)O)OC(=O)C6=CC=CC=C6)(CO4)OC(=O)C)O)C)O. Cell line: SK-OV-3. Synergy scores: CSS=57.6, Synergy_ZIP=2.83, Synergy_Bliss=2.48, Synergy_Loewe=4.89, Synergy_HSA=6.84. (7) Drug 1: C1CCC(C1)C(CC#N)N2C=C(C=N2)C3=C4C=CNC4=NC=N3. Drug 2: CC12CCC3C(C1CCC2=O)CC(=C)C4=CC(=O)C=CC34C. Cell line: PC-3. Synergy scores: CSS=41.7, Synergy_ZIP=7.20, Synergy_Bliss=3.72, Synergy_Loewe=-12.5, Synergy_HSA=2.43. (8) Drug 1: CC12CCC3C(C1CCC2=O)CC(=C)C4=CC(=O)C=CC34C. Drug 2: C1C(C(OC1N2C=C(C(=O)NC2=O)F)CO)O. Cell line: CCRF-CEM. Synergy scores: CSS=73.4, Synergy_ZIP=0.565, Synergy_Bliss=0.318, Synergy_Loewe=-0.306, Synergy_HSA=0.650. (9) Drug 1: CC(C)NC(=O)C1=CC=C(C=C1)CNNC.Cl. Drug 2: C1CN(P(=O)(OC1)NCCCl)CCCl. Cell line: OVCAR-8. Synergy scores: CSS=0.371, Synergy_ZIP=-1.15, Synergy_Bliss=-1.91, Synergy_Loewe=-0.402, Synergy_HSA=-1.87. (10) Cell line: COLO 205. Synergy scores: CSS=30.7, Synergy_ZIP=-6.67, Synergy_Bliss=-8.70, Synergy_Loewe=-18.4, Synergy_HSA=-9.10. Drug 1: COC1=CC(=CC(=C1O)OC)C2C3C(COC3=O)C(C4=CC5=C(C=C24)OCO5)OC6C(C(C7C(O6)COC(O7)C8=CC=CS8)O)O. Drug 2: C1=NC(=NC(=O)N1C2C(C(C(O2)CO)O)O)N.